This data is from Forward reaction prediction with 1.9M reactions from USPTO patents (1976-2016). The task is: Predict the product of the given reaction. (1) Given the reactants [CH3:1][C:2]1[CH:3]=[C:4]([CH:8]=[CH:9][C:10]=1[CH:11]([NH:18][C:19]1[CH:24]=[CH:23][C:22]([C:25]([O:27][CH3:28])=[O:26])=[CH:21][CH:20]=1)[CH2:12][CH2:13][C:14]([F:17])([F:16])[F:15])[C:5]([OH:7])=O.[NH2:29][CH2:30][CH:31]([OH:36])[C:32]([CH3:35])([CH3:34])[CH3:33].Cl.CN(C)CCCN=C=NCC.O.ON1C2C=CC=CC=2N=N1.C(N(CC)C(C)C)(C)C, predict the reaction product. The product is: [F:17][C:14]([F:15])([F:16])[CH2:13][CH2:12][CH:11]([NH:18][C:19]1[CH:20]=[CH:21][C:22]([C:25]([O:27][CH3:28])=[O:26])=[CH:23][CH:24]=1)[C:10]1[CH:9]=[CH:8][C:4]([C:5](=[O:7])[NH:29][CH2:30][CH:31]([OH:36])[C:32]([CH3:35])([CH3:34])[CH3:33])=[CH:3][C:2]=1[CH3:1]. (2) Given the reactants [CH3:1][O:2][C:3]1[CH:9]=[C:8]([O:10]C)[CH:7]=[CH:6][C:4]=1[NH2:5].C[O:13][C:14]1[CH:15]=[C:16]2[C:21](=[CH:22][CH:23]=1)[CH:20]=[C:19](C(O)=O)[CH:18]=[CH:17]2, predict the reaction product. The product is: [OH:13][C:14]1[CH:15]=[C:16]2[C:21](=[CH:22][CH:23]=1)[CH:20]=[C:19]([C:1]1[O:2][C:3]3[CH:9]=[C:8]([OH:10])[CH:7]=[CH:6][C:4]=3[N:5]=1)[CH:18]=[CH:17]2. (3) Given the reactants [Cl:1][C:2]1[CH:7]=[C:6]([NH:8][C:9]2[CH:14]=[CH:13][C:12]([F:15])=[CH:11][CH:10]=2)[CH:5]=[CH:4][C:3]=1[C:16]([C:18]1[CH:23]=[C:22]([C:24]2[N:25]=[N:26][N:27]([CH2:29][CH:30]3[CH2:34][O:33]C(C)(C)[O:31]3)[CH:28]=2)[CH:21]=[CH:20][C:19]=1[CH3:37])=[O:17].Cl.CCOC(C)=O.O.C([O-])(O)=O.[Na+], predict the reaction product. The product is: [Cl:1][C:2]1[CH:7]=[C:6]([NH:8][C:9]2[CH:10]=[CH:11][C:12]([F:15])=[CH:13][CH:14]=2)[CH:5]=[CH:4][C:3]=1[C:16]([C:18]1[CH:23]=[C:22]([C:24]2[N:25]=[N:26][N:27]([CH2:29][CH:30]([OH:31])[CH2:34][OH:33])[CH:28]=2)[CH:21]=[CH:20][C:19]=1[CH3:37])=[O:17].